Dataset: NCI-60 drug combinations with 297,098 pairs across 59 cell lines. Task: Regression. Given two drug SMILES strings and cell line genomic features, predict the synergy score measuring deviation from expected non-interaction effect. (1) Drug 1: C1=CC(=CC=C1CCC2=CNC3=C2C(=O)NC(=N3)N)C(=O)NC(CCC(=O)O)C(=O)O. Drug 2: C(CN)CNCCSP(=O)(O)O. Cell line: HS 578T. Synergy scores: CSS=14.8, Synergy_ZIP=0.435, Synergy_Bliss=7.88, Synergy_Loewe=1.85, Synergy_HSA=7.39. (2) Drug 2: N.N.Cl[Pt+2]Cl. Cell line: KM12. Drug 1: CCC1=C2CN3C(=CC4=C(C3=O)COC(=O)C4(CC)O)C2=NC5=C1C=C(C=C5)O. Synergy scores: CSS=42.2, Synergy_ZIP=-12.1, Synergy_Bliss=-6.31, Synergy_Loewe=-6.83, Synergy_HSA=-0.139. (3) Drug 1: CN(CC1=CN=C2C(=N1)C(=NC(=N2)N)N)C3=CC=C(C=C3)C(=O)NC(CCC(=O)O)C(=O)O. Drug 2: CC1CCC2CC(C(=CC=CC=CC(CC(C(=O)C(C(C(=CC(C(=O)CC(OC(=O)C3CCCCN3C(=O)C(=O)C1(O2)O)C(C)CC4CCC(C(C4)OC)O)C)C)O)OC)C)C)C)OC. Cell line: HS 578T. Synergy scores: CSS=18.8, Synergy_ZIP=-6.40, Synergy_Bliss=-5.86, Synergy_Loewe=-16.7, Synergy_HSA=-1.90. (4) Drug 1: C(=O)(N)NO. Drug 2: C(CN)CNCCSP(=O)(O)O. Cell line: M14. Synergy scores: CSS=-1.12, Synergy_ZIP=1.26, Synergy_Bliss=1.69, Synergy_Loewe=2.60, Synergy_HSA=-1.18. (5) Synergy scores: CSS=5.10, Synergy_ZIP=-0.873, Synergy_Bliss=2.10, Synergy_Loewe=1.65, Synergy_HSA=2.87. Drug 1: CC1=C(C=C(C=C1)NC2=NC=CC(=N2)N(C)C3=CC4=NN(C(=C4C=C3)C)C)S(=O)(=O)N.Cl. Cell line: PC-3. Drug 2: CC12CCC(CC1=CCC3C2CCC4(C3CC=C4C5=CN=CC=C5)C)O.